Task: Regression. Given two drug SMILES strings and cell line genomic features, predict the synergy score measuring deviation from expected non-interaction effect.. Dataset: NCI-60 drug combinations with 297,098 pairs across 59 cell lines (1) Synergy scores: CSS=71.5, Synergy_ZIP=10.6, Synergy_Bliss=7.87, Synergy_Loewe=-15.0, Synergy_HSA=7.82. Drug 1: C1C(C(OC1N2C=NC3=C(N=C(N=C32)Cl)N)CO)O. Cell line: CCRF-CEM. Drug 2: C1C(C(OC1N2C=NC3=C2NC=NCC3O)CO)O. (2) Drug 1: CCCCCOC(=O)NC1=NC(=O)N(C=C1F)C2C(C(C(O2)C)O)O. Drug 2: C1CC(=O)NC(=O)C1N2C(=O)C3=CC=CC=C3C2=O. Cell line: MCF7. Synergy scores: CSS=-6.18, Synergy_ZIP=-0.0167, Synergy_Bliss=-4.71, Synergy_Loewe=-8.64, Synergy_HSA=-8.64. (3) Drug 1: CNC(=O)C1=CC=CC=C1SC2=CC3=C(C=C2)C(=NN3)C=CC4=CC=CC=N4. Drug 2: CCC(=C(C1=CC=CC=C1)C2=CC=C(C=C2)OCCN(C)C)C3=CC=CC=C3.C(C(=O)O)C(CC(=O)O)(C(=O)O)O. Cell line: NCI-H226. Synergy scores: CSS=2.89, Synergy_ZIP=1.64, Synergy_Bliss=2.54, Synergy_Loewe=-4.88, Synergy_HSA=-0.898. (4) Drug 1: C1=C(C(=O)NC(=O)N1)N(CCCl)CCCl. Drug 2: CCC1(C2=C(COC1=O)C(=O)N3CC4=CC5=C(C=CC(=C5CN(C)C)O)N=C4C3=C2)O.Cl. Cell line: A549. Synergy scores: CSS=48.1, Synergy_ZIP=-1.19, Synergy_Bliss=3.64, Synergy_Loewe=-0.828, Synergy_HSA=4.25.